This data is from Catalyst prediction with 721,799 reactions and 888 catalyst types from USPTO. The task is: Predict which catalyst facilitates the given reaction. (1) Reactant: F[C:2]1[CH:3]=[C:4]2[C:9](=[CH:10][C:11]=1[N+:12]([O-:14])=[O:13])[NH:8][C:7](=[O:15])[N:6]([NH:16][S:17]([CH3:20])(=[O:19])=[O:18])[C:5]2=[O:21].[F:22][C:23]([F:27])([F:26])[CH2:24][NH2:25].C(OCC)(=O)C. Product: [N+:12]([C:11]1[CH:10]=[C:9]2[C:4]([C:5](=[O:21])[N:6]([NH:16][S:17]([CH3:20])(=[O:19])=[O:18])[C:7](=[O:15])[NH:8]2)=[CH:3][C:2]=1[NH:25][CH2:24][C:23]([F:27])([F:26])[F:22])([O-:14])=[O:13]. The catalyst class is: 6. (2) Reactant: [CH3:1][N:2]1[C:6]([C:7]2[CH2:8][CH2:9][N:10]([CH3:13])[CH2:11][CH:12]=2)=[CH:5][C:4]([NH2:14])=[N:3]1. Product: [CH3:1][N:2]1[C:6]([CH:7]2[CH2:8][CH2:9][N:10]([CH3:13])[CH2:11][CH2:12]2)=[CH:5][C:4]([NH2:14])=[N:3]1. The catalyst class is: 63. (3) Reactant: [NH2:1][C:2](=[O:9])[CH2:3][C@H:4]([OH:8])[C:5]([OH:7])=O.Cl.[Cl:11][C:12]1[S:33][C:15]2[NH:16][C:17]([C:19]([NH:21][C@@H:22]3[CH2:30][C:29]4[C:24](=[CH:25][CH:26]=[CH:27][CH:28]=4)[C@H:23]3[NH:31][CH3:32])=[O:20])=[CH:18][C:14]=2[CH:13]=1.C1C=CC2N(O)N=NC=2C=1.C(N(CC)CC)C.CCN=C=NCCCN(C)C. Product: [Cl:11][C:12]1[S:33][C:15]2[NH:16][C:17]([C:19]([NH:21][C@@H:22]3[CH2:30][C:29]4[C:24](=[CH:25][CH:26]=[CH:27][CH:28]=4)[C@H:23]3[N:31]([CH3:32])[C:5](=[O:7])[C@@H:4]([OH:8])[CH2:3][C:2]([NH2:1])=[O:9])=[O:20])=[CH:18][C:14]=2[CH:13]=1. The catalyst class is: 3. (4) Reactant: [NH2:1][C:2]1[N:10]=[CH:9][N:8]=[C:7]2[C:3]=1[N:4]=[CH:5][N:6]2[C@H:11]1[C@@H:15]2[O:16][C:17]([CH3:20])([CH3:19])[O:18][C@@H:14]2[C@@H:13]([CH2:21][NH:22][CH:23]2[CH2:26][CH:25]([CH2:27][CH2:28][C:29]([O:31][CH2:32][CH3:33])=[O:30])[CH2:24]2)[O:12]1.C(=O)([O-])[O-].[K+].[K+].[CH:40](I)([CH3:42])[CH3:41]. Product: [NH2:1][C:2]1[N:10]=[CH:9][N:8]=[C:7]2[C:3]=1[N:4]=[CH:5][N:6]2[C@H:11]1[C@@H:15]2[O:16][C:17]([CH3:19])([CH3:20])[O:18][C@@H:14]2[C@@H:13]([CH2:21][N:22]([CH:40]([CH3:42])[CH3:41])[CH:23]2[CH2:26][CH:25]([CH2:27][CH2:28][C:29]([O:31][CH2:32][CH3:33])=[O:30])[CH2:24]2)[O:12]1. The catalyst class is: 10. (5) Reactant: [CH3:1][C:2]([C:9]1[CH:14]=[CH:13][C:12]([N+:15]([O-])=O)=[CH:11][CH:10]=1)([CH2:6][CH2:7][CH3:8])[C:3]([OH:5])=[O:4].O1CC[CH2:20][CH2:19]1. Product: [NH2:15][C:12]1[CH:13]=[CH:14][C:9]([C:2]([CH3:1])([CH2:6][CH2:7][CH3:8])[C:3]([O:5][CH2:19][CH3:20])=[O:4])=[CH:10][CH:11]=1. The catalyst class is: 45. (6) The catalyst class is: 8. Reactant: [CH3:1][O:2][C:3]1[CH:8]=[CH:7][C:6](CC([O-])=O)=[CH:5][C:4]=1[N+:13]([O-:15])=[O:14].[O-:16]CC.[Na+].Cl. Product: [CH3:1][O:2][C:3]1[CH:8]=[CH:7][C:6]([OH:16])=[CH:5][C:4]=1[N+:13]([O-:15])=[O:14].